Dataset: Catalyst prediction with 721,799 reactions and 888 catalyst types from USPTO. Task: Predict which catalyst facilitates the given reaction. (1) Reactant: [Cl-].[Al+3].[Cl-].[Cl-].[C:5](Cl)(=[O:8])[CH2:6][CH3:7].[CH3:10][O:11][C:12]1[C:17]2[N:18]=[C:19]([C:21]([F:24])([F:23])[F:22])[O:20][C:16]=2[CH:15]=[CH:14][CH:13]=1.Cl. Product: [CH3:10][O:11][C:12]1[C:17]2[N:18]=[C:19]([C:21]([F:24])([F:22])[F:23])[O:20][C:16]=2[C:15]([C:5](=[O:8])[CH2:6][CH3:7])=[CH:14][CH:13]=1. The catalyst class is: 2. (2) Reactant: [CH3:1][O:2][C:3]1[CH:4]=[C:5]([NH:13][NH:14][C:15]([O:17][C:18]([CH3:21])([CH3:20])[CH3:19])=[O:16])[CH:6]=[CH:7][C:8]=1[C:9]([O:11][CH3:12])=[O:10].[Cl:22][C:23]1[CH:33]=[CH:32][C:31]([S:34](=[O:40])(=[O:39])[NH:35][CH:36]2[CH2:38][CH2:37]2)=[CH:30][C:24]=1[C:25]([N:27]=[C:28]=[O:29])=[O:26]. Product: [Cl:22][C:23]1[CH:33]=[CH:32][C:31]([S:34](=[O:40])(=[O:39])[NH:35][CH:36]2[CH2:38][CH2:37]2)=[CH:30][C:24]=1[C:25]([NH:27][C:28]([N:13]([C:5]1[CH:6]=[CH:7][C:8]([C:9]([O:11][CH3:12])=[O:10])=[C:3]([O:2][CH3:1])[CH:4]=1)[NH:14][C:15]([O:17][C:18]([CH3:21])([CH3:20])[CH3:19])=[O:16])=[O:29])=[O:26]. The catalyst class is: 2.